From a dataset of Forward reaction prediction with 1.9M reactions from USPTO patents (1976-2016). Predict the product of the given reaction. (1) The product is: [C:13]1([C:33]2[CH:34]=[CH:35][CH:36]=[CH:37][CH:38]=2)[CH:18]=[CH:17][C:16]([NH:19][C:20]2[CH:25]=[N:24][CH:23]=[C:22]3[S:26][C:27]([C:29]4[O:30][C:2](=[O:4])[NH:32][N:31]=4)=[CH:28][C:21]=23)=[CH:15][CH:14]=1. Given the reactants Cl[C:2](Cl)([O:4]C(=O)OC(Cl)(Cl)Cl)Cl.[C:13]1([C:33]2[CH:38]=[CH:37][CH:36]=[CH:35][CH:34]=2)[CH:18]=[CH:17][C:16]([NH:19][C:20]2[CH:25]=[N:24][CH:23]=[C:22]3[S:26][C:27]([C:29]([NH:31][NH2:32])=[O:30])=[CH:28][C:21]=23)=[CH:15][CH:14]=1, predict the reaction product. (2) Given the reactants [N:1]1[CH:6]=[CH:5][C:4]([C:7]2[CH:15]=[CH:14][CH:13]=[C:12]3[C:8]=2[CH2:9][C:10](=[O:16])[NH:11]3)=[CH:3][CH:2]=1.[CH3:17][C:18]1[CH:22]=[C:21]([CH3:23])[NH:20][C:19]=1[CH:24]=O, predict the reaction product. The product is: [CH3:17][C:18]1[CH:22]=[C:21]([CH3:23])[NH:20][C:19]=1[CH:24]=[C:9]1[C:8]2[C:12](=[CH:13][CH:14]=[CH:15][C:7]=2[C:4]2[CH:5]=[CH:6][N:1]=[CH:2][CH:3]=2)[NH:11][C:10]1=[O:16]. (3) Given the reactants [CH3:1][C:2]1[CH:7]=[C:6]([OH:8])[C:5]2[O:9][C:10]3[C:15]([C:16]([O:18][CH2:19][C:4]=2[CH:3]=1)=[O:17])=[C:14]([O:20][CH3:21])[C:13]([C@@H:22]([OH:27])[CH2:23][CH:24]([CH3:26])[CH3:25])=[CH:12][CH:11]=3.[Cl:28]N1C(=O)CCC1=O, predict the reaction product. The product is: [Cl:28][C:3]1[C:4]2[CH2:19][O:18][C:16](=[O:17])[C:15]3[C:14]([O:20][CH3:21])=[C:13]([C@@H:22]([OH:27])[CH2:23][CH:24]([CH3:25])[CH3:26])[CH:12]=[CH:11][C:10]=3[O:9][C:5]=2[C:6]([OH:8])=[CH:7][C:2]=1[CH3:1].